From a dataset of Forward reaction prediction with 1.9M reactions from USPTO patents (1976-2016). Predict the product of the given reaction. (1) Given the reactants [NH2:1][C:2]1[CH:3]=[C:4]2[C:9](=[C:10]([Cl:12])[CH:11]=1)[N:8]=[CH:7][C:6]([C:13]#[N:14])=[C:5]2[NH:15][C:16]1[CH:21]=[CH:20][C:19]([F:22])=[C:18]([Cl:23])[CH:17]=1.[CH3:24][S:25]([C:28]1[CH:29]=[C:30]([CH:33]=[CH:34][CH:35]=1)[CH:31]=O)(=[O:27])=[O:26].[BH3-]C#N.[Na+], predict the reaction product. The product is: [CH3:24][S:25]([C:28]1[CH:29]=[C:30]([CH:33]=[CH:34][CH:35]=1)[CH2:31][NH:1][C:2]1[CH:3]=[C:4]2[C:9](=[C:10]([Cl:12])[CH:11]=1)[N:8]=[CH:7][C:6]([C:13]#[N:14])=[C:5]2[NH:15][C:16]1[CH:21]=[CH:20][C:19]([F:22])=[C:18]([Cl:23])[CH:17]=1)(=[O:26])=[O:27]. (2) Given the reactants [Cl:1][C:2]1[CH:3]=[C:4]([CH2:9][S:10]([C:13]2[CH:14]=[C:15]3[C:19](=[CH:20][CH:21]=2)[NH:18][C:17](=[O:22])/[C:16]/3=[CH:23]\[C:24]2[NH:28][C:27]([CH3:29])=[C:26]([C:30](O)=[O:31])[C:25]=2[CH3:33])(=[O:12])=[O:11])[CH:5]=[C:6]([Cl:8])[CH:7]=1.[CH3:34][N:35]1[CH2:40][CH2:39][NH:38][CH2:37][CH2:36]1.C1C=CC2N(O)N=NC=2C=1.CCN=C=NCCCN(C)C.Cl, predict the reaction product. The product is: [Cl:1][C:2]1[CH:3]=[C:4]([CH2:9][S:10]([C:13]2[CH:14]=[C:15]3[C:19](=[CH:20][CH:21]=2)[NH:18][C:17](=[O:22])/[C:16]/3=[CH:23]\[C:24]2[NH:28][C:27]([CH3:29])=[C:26]([C:30]([N:38]3[CH2:39][CH2:40][N:35]([CH3:34])[CH2:36][CH2:37]3)=[O:31])[C:25]=2[CH3:33])(=[O:12])=[O:11])[CH:5]=[C:6]([Cl:8])[CH:7]=1. (3) Given the reactants Cl.[NH2:2][CH2:3][CH2:4][O:5][C:6]1[CH:15]=[CH:14][C:13]([Cl:16])=[CH:12][C:7]=1[C:8]([O:10][CH3:11])=[O:9].[C:17](Cl)(=[O:19])[CH3:18], predict the reaction product. The product is: [C:17]([NH:2][CH2:3][CH2:4][O:5][C:6]1[CH:15]=[CH:14][C:13]([Cl:16])=[CH:12][C:7]=1[C:8]([O:10][CH3:11])=[O:9])(=[O:19])[CH3:18]. (4) The product is: [F:1][C:2]1[CH:7]=[CH:6][C:5]([C:10]([S:12][CH:14]([C:15]#[N:16])[C:17]2[CH:22]=[CH:21][CH:20]=[CH:19][CH:18]=2)=[S:11])=[CH:4][CH:3]=1. Given the reactants [F:1][C:2]1[CH:7]=[CH:6][C:5]([Mg]Br)=[CH:4][CH:3]=1.[C:10](=[S:12])=[S:11].Br[CH:14]([C:17]1[CH:22]=[CH:21][CH:20]=[CH:19][CH:18]=1)[C:15]#[N:16].O, predict the reaction product.